Dataset: Full USPTO retrosynthesis dataset with 1.9M reactions from patents (1976-2016). Task: Predict the reactants needed to synthesize the given product. Given the product [CH2:34]([O:33][C:27]1[CH:26]=[CH:25][C:24]2[C:29](=[CH:30][CH:31]=[CH:32][C:23]=2[NH:22][CH2:11][C:10]([C:13]([F:14])([F:16])[F:15])([OH:17])[CH2:9][C:8]([C:6]2[CH:7]=[C:2]([F:1])[CH:3]=[CH:4][C:5]=2[O:20][CH3:21])([CH3:18])[CH3:19])[N:28]=1)[CH3:35], predict the reactants needed to synthesize it. The reactants are: [F:1][C:2]1[CH:3]=[CH:4][C:5]([O:20][CH3:21])=[C:6]([C:8]([CH3:19])([CH3:18])[CH2:9][C:10]([OH:17])([C:13]([F:16])([F:15])[F:14])[CH:11]=O)[CH:7]=1.[NH2:22][C:23]1[CH:32]=[CH:31][CH:30]=[C:29]2[C:24]=1[CH:25]=[CH:26][C:27]([O:33][CH2:34][CH3:35])=[N:28]2.